The task is: Predict the reactants needed to synthesize the given product.. This data is from Full USPTO retrosynthesis dataset with 1.9M reactions from patents (1976-2016). Given the product [CH3:18][CH:19]1[CH2:23][CH2:22][CH2:21][CH:20]1[NH:24][C:10](=[O:11])[C:9]1[CH:13]=[CH:14][C:15]([F:16])=[C:7]([F:6])[CH:8]=1, predict the reactants needed to synthesize it. The reactants are: C1COCC1.[F:6][C:7]1[CH:8]=[C:9]([CH:13]=[CH:14][C:15]=1[F:16])[C:10](Cl)=[O:11].Cl.[CH3:18][CH:19]1[CH2:23][CH2:22][CH2:21][CH:20]1[NH2:24].C(N(CC)CC)C.